Dataset: Reaction yield outcomes from USPTO patents with 853,638 reactions. Task: Predict the reaction yield, written as a fraction of the theoretical maximum amount of product (1.0 means a 100% yield; for example, 0.34 means a 34% yield). The product is [C:6]([C:10]1[CH:20]=[CH:19][C:13]([O:14][CH2:15][C:16]([NH:46][CH2:47][C:48]2[CH:57]=[CH:56][C:51]3[NH:52][C:53](=[O:55])[NH:54][C:50]=3[CH:49]=2)=[O:18])=[CH:12][C:11]=1[Cl:21])([CH3:7])([CH3:8])[CH3:9]. The yield is 0.110. The reactants are C1COCC1.[C:6]([C:10]1[CH:20]=[CH:19][C:13]([O:14][CH2:15][C:16]([OH:18])=O)=[CH:12][C:11]=1[Cl:21])([CH3:9])([CH3:8])[CH3:7].C1N=CN(C(N2C=NC=C2)=O)C=1.C(C1C=CC(OCC([NH:46][CH2:47][C:48]2[CH:57]=[CH:56][C:51]3[NH:52][C:53](=[O:55])[NH:54][C:50]=3[CH:49]=2)=O)=CC=1)(C)(C)C. The catalyst is C(N(CC)CC)C.